This data is from Forward reaction prediction with 1.9M reactions from USPTO patents (1976-2016). The task is: Predict the product of the given reaction. (1) Given the reactants CC(C1C=C(C(C)C)C(C2C=CC=CC=2P(C2CCCCC2)C2CCCCC2)=C(C(C)C)C=1)C.C(=O)([O-])[O-].[Cs+].[Cs+].Cl[C:42]1[C:47]2[CH:48]=[C:49]([C:51]([O:53][CH2:54][CH3:55])=[O:52])[O:50][C:46]=2[CH:45]=[CH:44][CH:43]=1.[CH2:56]([N:63]1[CH2:68][CH2:67][NH:66][CH2:65][CH2:64]1)[C:57]1[CH:62]=[CH:61][CH:60]=[CH:59][CH:58]=1, predict the reaction product. The product is: [CH2:56]([N:63]1[CH2:68][CH2:67][N:66]([C:42]2[C:47]3[CH:48]=[C:49]([C:51]([O:53][CH2:54][CH3:55])=[O:52])[O:50][C:46]=3[CH:45]=[CH:44][CH:43]=2)[CH2:65][CH2:64]1)[C:57]1[CH:58]=[CH:59][CH:60]=[CH:61][CH:62]=1. (2) Given the reactants [NH2:1][C:2]1([C:6]2[CH:11]=[CH:10][C:9]([C:12]3[N:13]=[C:14]4[CH:19]=[C:18](/[CH:20]=[CH:21]/[C:22]([NH2:24])=[O:23])[CH:17]=[CH:16][N:15]4[C:25]=3[C:26]3[CH:31]=[CH:30][CH:29]=[CH:28][CH:27]=3)=[CH:8][CH:7]=2)[CH2:5][CH2:4][CH2:3]1, predict the reaction product. The product is: [NH2:1][C:2]1([C:6]2[CH:7]=[CH:8][C:9]([C:12]3[N:13]=[C:14]4[CH:19]=[C:18]([CH2:20][CH2:21][C:22]([NH2:24])=[O:23])[CH:17]=[CH:16][N:15]4[C:25]=3[C:26]3[CH:31]=[CH:30][CH:29]=[CH:28][CH:27]=3)=[CH:10][CH:11]=2)[CH2:3][CH2:4][CH2:5]1. (3) Given the reactants [CH3:1][C:2]([CH3:29])([CH3:28])[C:3]#[C:4][C:5]1[S:9][CH:8]=[C:7]([N:10]([CH:21]2[CH2:26][CH2:25][C:24](=[O:27])[CH2:23][CH2:22]2)[C:11]([C@@H:13]2[C@@H:18]([CH3:19])[CH2:17][C:16]([CH3:20])=[CH:15][CH2:14]2)=[O:12])[CH:6]=1.[BH4-].[Na+].Cl, predict the reaction product. The product is: [CH3:28][C:2]([CH3:1])([CH3:29])[C:3]#[C:4][C:5]1[S:9][CH:8]=[C:7]([N:10]([C@H:21]2[CH2:26][CH2:25][C@H:24]([OH:27])[CH2:23][CH2:22]2)[C:11]([C@@H:13]2[C@@H:18]([CH3:19])[CH2:17][C:16]([CH3:20])=[CH:15][CH2:14]2)=[O:12])[CH:6]=1. (4) Given the reactants Br[C:2]1[CH:6]=[CH:5][S:4][C:3]=1[C:7]1[S:8][CH:9]=[CH:10][CH:11]=1.C([Li])CCC.[CH3:17][CH:18]([CH2:20][C:21](=[O:26])[CH2:22][CH:23]([CH3:25])[CH3:24])[CH3:19], predict the reaction product. The product is: [S:4]1[CH:5]=[CH:6][C:2]([C:21]([OH:26])([CH2:22][CH:23]([CH3:25])[CH3:24])[CH2:20][CH:18]([CH3:19])[CH3:17])=[C:3]1[C:7]1[S:8][CH:9]=[CH:10][CH:11]=1. (5) Given the reactants [Na].[CH3:2][CH:3]([C:9](OCC)=O)[C:4]([O:6]CC)=O.[Br:14][C:15]1[CH:16]=[CH:17][C:18]([CH3:23])=[C:19]([CH:22]=1)CCl.[OH-].[K+].O=S(Cl)[Cl:28], predict the reaction product. The product is: [Br:14][C:15]1[CH:22]=[CH:19][C:18]([CH3:23])=[C:17]([CH2:9][CH:3]([CH3:2])[C:4]([Cl:28])=[O:6])[CH:16]=1. (6) Given the reactants [CH2:1]([NH:5][C:6](=[O:45])[C:7](=[CH2:44])[CH2:8][C@H:9]([OH:43])[C@@H:10]([NH:35][C:36]([O:38][C:39]([CH3:42])([CH3:41])[CH3:40])=[O:37])[CH2:11][C@@H:12]([CH:32]([CH3:34])[CH3:33])[CH2:13][C:14]1[CH:19]=[CH:18][C:17]([C:20]([CH3:23])([CH3:22])[CH3:21])=[C:16]([O:24]CC2C=CC=CC=2)[CH:15]=1)[CH2:2][CH2:3][CH3:4], predict the reaction product. The product is: [CH2:1]([NH:5][C:6](=[O:45])[C@H:7]([CH3:44])[CH2:8][C@H:9]([OH:43])[C@@H:10]([NH:35][C:36]([O:38][C:39]([CH3:40])([CH3:42])[CH3:41])=[O:37])[CH2:11][C@@H:12]([CH:32]([CH3:33])[CH3:34])[CH2:13][C:14]1[CH:19]=[CH:18][C:17]([C:20]([CH3:23])([CH3:22])[CH3:21])=[C:16]([OH:24])[CH:15]=1)[CH2:2][CH2:3][CH3:4]. (7) Given the reactants C[O:2][C:3]([C:5]1[C:9]([NH:10][C:11](=[O:22])[CH2:12][CH2:13][CH2:14][CH2:15][C:16]2[CH:21]=[CH:20][CH:19]=[CH:18][CH:17]=2)=[CH:8][S:7][CH:6]=1)=[O:4].[Li+].[OH-].Cl, predict the reaction product. The product is: [C:16]1([CH2:15][CH2:14][CH2:13][CH2:12][C:11]([NH:10][C:9]2[C:5]([C:3]([OH:4])=[O:2])=[CH:6][S:7][CH:8]=2)=[O:22])[CH:17]=[CH:18][CH:19]=[CH:20][CH:21]=1.